Dataset: Merck oncology drug combination screen with 23,052 pairs across 39 cell lines. Task: Regression. Given two drug SMILES strings and cell line genomic features, predict the synergy score measuring deviation from expected non-interaction effect. (1) Drug 1: CC1CC2C3CCC4=CC(=O)C=CC4(C)C3(F)C(O)CC2(C)C1(O)C(=O)CO. Drug 2: Cn1cc(-c2cnn3c(N)c(Br)c(C4CCCNC4)nc23)cn1. Cell line: RKO. Synergy scores: synergy=5.20. (2) Drug 1: CCN(CC)CCNC(=O)c1c(C)[nH]c(C=C2C(=O)Nc3ccc(F)cc32)c1C. Drug 2: CCc1c2c(nc3ccc(O)cc13)-c1cc3c(c(=O)n1C2)COC(=O)C3(O)CC. Cell line: COLO320DM. Synergy scores: synergy=11.0. (3) Drug 1: CS(=O)(=O)CCNCc1ccc(-c2ccc3ncnc(Nc4ccc(OCc5cccc(F)c5)c(Cl)c4)c3c2)o1. Cell line: A375. Drug 2: O=C(O)C1(Cc2cccc(Nc3nccs3)n2)CCC(Oc2cccc(Cl)c2F)CC1. Synergy scores: synergy=21.6.